From a dataset of Catalyst prediction with 721,799 reactions and 888 catalyst types from USPTO. Predict which catalyst facilitates the given reaction. (1) Reactant: [CH2:1]([O:3][N:4]1[CH2:24][CH2:23][C:7]2([NH:11][C:10](=[O:12])[C:9]([C:13]3[C:18]([CH3:19])=[CH:17][C:16]([CH3:20])=[CH:15][C:14]=3[CH3:21])=[C:8]2[OH:22])[CH2:6][CH2:5]1)[CH3:2].N1C=CC=CC=1.[C:31](Cl)(=[O:36])[C:32]([CH3:35])([CH3:34])[CH3:33].O. Product: [CH2:1]([O:3][N:4]1[CH2:5][CH2:6][C:7]2([NH:11][C:10](=[O:12])[C:9]([C:13]3[C:18]([CH3:19])=[CH:17][C:16]([CH3:20])=[CH:15][C:14]=3[CH3:21])=[C:8]2[O:22][C:31](=[O:36])[C:32]([CH3:35])([CH3:34])[CH3:33])[CH2:23][CH2:24]1)[CH3:2]. The catalyst class is: 54. (2) Reactant: C(N(CC)CC)C.[Cl:8][C:9]1[C:18]2[N:19]=[C:20]([CH2:27][O:28][CH2:29][CH3:30])[N:21]([CH2:22][CH2:23][CH2:24][C:25]#[CH:26])[C:17]=2[C:16]2[CH:15]=[CH:14][CH:13]=[CH:12][C:11]=2[N:10]=1.[OH:31][N:32]=[C:33](Cl)[CH3:34].C(=NO)C.ClN1C(=O)CCC1=O. Product: [Cl:8][C:9]1[C:18]2[N:19]=[C:20]([CH2:27][O:28][CH2:29][CH3:30])[N:21]([CH2:22][CH2:23][CH2:24][C:25]3[O:31][N:32]=[C:33]([CH3:34])[CH:26]=3)[C:17]=2[C:16]2[CH:15]=[CH:14][CH:13]=[CH:12][C:11]=2[N:10]=1. The catalyst class is: 1.